This data is from Catalyst prediction with 721,799 reactions and 888 catalyst types from USPTO. The task is: Predict which catalyst facilitates the given reaction. (1) Reactant: [Br:1][C:2]1[CH:3]=[C:4]([N+:15]([O-])=O)[C:5]([C:8]([CH3:14])([CH3:13])[C:9](OC)=[O:10])=[N:6][CH:7]=1.C(O)(=O)C. Product: [Br:1][C:2]1[CH:3]=[C:4]2[NH:15][C:9](=[O:10])[C:8]([CH3:14])([CH3:13])[C:5]2=[N:6][CH:7]=1. The catalyst class is: 292. (2) Reactant: [F:1][C:2]([F:35])([F:34])[O:3][C:4]1[CH:33]=[CH:32][C:7]([CH2:8][C@:9]23[CH2:16][C@H:15](N4C=CC=C4)[CH2:14][N:13]2[C:12](=[O:22])[N:11]([C:23]2[CH:28]=[C:27]([Cl:29])[N:26]=[C:25]([Cl:30])[CH:24]=2)[C:10]3=[O:31])=[CH:6][CH:5]=1.[F:43][C:42]([F:45])([F:44])[C:41](O[C:41](=[O:46])[C:42]([F:45])([F:44])[F:43])=[O:46]. Product: [F:34][C:2]([F:35])([F:1])[O:3][C:4]1[CH:5]=[CH:6][C:7]([CH2:8][C@@:9]23[CH2:16][C@@H:15]([C:16]4[CH:15]=[CH:14][NH:13][C:9]=4[C:41](=[O:46])[C:42]([F:43])([F:44])[F:45])[CH2:14][N:13]2[C:12](=[O:22])[N:11]([C:23]2[CH:24]=[C:25]([Cl:30])[N:26]=[C:27]([Cl:29])[CH:28]=2)[C:10]3=[O:31])=[CH:32][CH:33]=1. The catalyst class is: 2. (3) Reactant: [CH2:1]([Li])[CH2:2][CH2:3][CH3:4].BrC1C2[O:14][C:13]([C:16]3[CH:21]=[CH:20][C:19]([O:22][CH3:23])=[CH:18][CH:17]=3)=[N:12][C:11]=2[CH:10]=[C:9]([O:24][CH3:25])[CH:8]=1.ICC. Product: [CH2:3]([C:2]1[C:1]2[O:14][C:13]([C:16]3[CH:17]=[CH:18][C:19]([O:22][CH3:23])=[CH:20][CH:21]=3)=[N:12][C:11]=2[CH:10]=[C:9]([O:24][CH3:25])[CH:8]=1)[CH3:4]. The catalyst class is: 1. (4) Reactant: [Cl:1][C:2]1[CH:3]=[C:4]([CH:18]=[C:19]([C:23]#[N:24])[C:20]=1[O:21]C)[C:5]([N:7]1[C:11]2[CH:12]=[CH:13][CH:14]=[CH:15][C:10]=2[S:9](=[O:17])(=[O:16])[CH2:8]1)=[O:6].[Cl-].[Li+].Cl. Product: [Cl:1][C:2]1[CH:3]=[C:4]([CH:18]=[C:19]([C:23]#[N:24])[C:20]=1[OH:21])[C:5]([N:7]1[C:11]2[CH:12]=[CH:13][CH:14]=[CH:15][C:10]=2[S:9](=[O:16])(=[O:17])[CH2:8]1)=[O:6]. The catalyst class is: 9.